This data is from Full USPTO retrosynthesis dataset with 1.9M reactions from patents (1976-2016). The task is: Predict the reactants needed to synthesize the given product. (1) Given the product [C:1]([Si:5]([CH3:40])([CH3:41])[O:6][C:7]1[CH:12]=[CH:11][C:10]([C:13]([C:18]2[CH:23]=[CH:22][C:21]([C:24]#[C:25][CH:26]([OH:37])[C:27]([CH3:36])([C:32]([F:33])([F:34])[F:35])[C:28]([F:30])([F:31])[F:29])=[C:20]([CH3:38])[CH:19]=2)([CH2:16][CH3:17])[CH2:14][CH3:15])=[CH:9][C:8]=1[CH3:39])([CH3:3])([CH3:4])[CH3:2], predict the reactants needed to synthesize it. The reactants are: [C:1]([Si:5]([CH3:41])([CH3:40])[O:6][C:7]1[CH:12]=[CH:11][C:10]([C:13]([C:18]2[CH:23]=[CH:22][C:21]([C:24]#[C:25][C:26](=[O:37])[C:27]([CH3:36])([C:32]([F:35])([F:34])[F:33])[C:28]([F:31])([F:30])[F:29])=[C:20]([CH3:38])[CH:19]=2)([CH2:16][CH3:17])[CH2:14][CH3:15])=[CH:9][C:8]=1[CH3:39])([CH3:4])([CH3:3])[CH3:2].C(OCC)(=O)C. (2) Given the product [CH2:50]([O:49][P:47]([CH2:46][O:13][C:9]1[CH:8]=[C:7]2[C:12]([C:4]([C:1](=[O:3])[CH3:2])=[CH:5][N:6]2[CH2:14][C:15]([N:17]2[CH2:21][C@H:20]([F:22])[CH2:19][C@H:18]2[C:23](=[O:24])[NH:25][CH2:26][C:27]2[CH:32]=[CH:31][CH:30]=[C:29]([Cl:33])[C:28]=2[F:34])=[O:16])=[CH:11][CH:10]=1)(=[O:48])[O:52][CH2:53][CH3:54])[CH3:51], predict the reactants needed to synthesize it. The reactants are: [C:1]([C:4]1[C:12]2[C:7](=[CH:8][C:9]([OH:13])=[CH:10][CH:11]=2)[N:6]([CH2:14][C:15]([N:17]2[CH2:21][C@H:20]([F:22])[CH2:19][C@H:18]2[C:23]([NH:25][CH2:26][C:27]2[CH:32]=[CH:31][CH:30]=[C:29]([Cl:33])[C:28]=2[F:34])=[O:24])=[O:16])[CH:5]=1)(=[O:3])[CH3:2].CC1C=CC(S(O[CH2:46][P:47]([O:52][CH2:53][CH3:54])([O:49][CH2:50][CH3:51])=[O:48])(=O)=O)=CC=1.C([O-])([O-])=O.[Cs+].[Cs+]. (3) Given the product [CH3:42][C:28]1[CH:29]=[C:30]([O:34][CH2:35][CH2:36][CH2:37][S:38]([CH3:41])(=[O:40])=[O:39])[CH:31]=[C:32]([CH3:33])[C:27]=1[C:25]1[N:26]=[C:21]2[CH:20]=[CH:19][C:18]([CH2:17][O:16][C:13]3[CH:12]=[CH:11][C:10]([C@@H:6]([C:7]#[C:8][CH3:9])[CH2:5][C:4]([OH:43])=[O:3])=[CH:15][CH:14]=3)=[CH:23][N:22]2[N:24]=1, predict the reactants needed to synthesize it. The reactants are: C([O:3][C:4](=[O:43])[CH2:5][C@@H:6]([C:10]1[CH:15]=[CH:14][C:13]([O:16][CH2:17][C:18]2[CH:19]=[CH:20][C:21]3[N:22]([N:24]=[C:25]([C:27]4[C:32]([CH3:33])=[CH:31][C:30]([O:34][CH2:35][CH2:36][CH2:37][S:38]([CH3:41])(=[O:40])=[O:39])=[CH:29][C:28]=4[CH3:42])[N:26]=3)[CH:23]=2)=[CH:12][CH:11]=1)[C:7]#[C:8][CH3:9])C.[OH-].[Na+]. (4) Given the product [Br:1][C:2]1[CH:7]=[CH:6][C:5]([CH:8]([C:10]2[CH:15]=[CH:14][C:13]([Cl:16])=[CH:12][CH:11]=2)[N:40]2[C:36](=[O:46])[C:37]3[C:38](=[CH:42][CH:43]=[CH:44][CH:45]=3)[C:39]2=[O:41])=[CH:4][CH:3]=1, predict the reactants needed to synthesize it. The reactants are: [Br:1][C:2]1[CH:7]=[CH:6][C:5]([CH:8]([C:10]2[CH:15]=[CH:14][C:13]([Cl:16])=[CH:12][CH:11]=2)O)=[CH:4][CH:3]=1.C1(P(C2C=CC=CC=2)C2C=CC=CC=2)C=CC=CC=1.[C:36]1(=[O:46])[NH:40][C:39](=[O:41])[C:38]2=[CH:42][CH:43]=[CH:44][CH:45]=[C:37]12.CC(OC(/N=N/C(OC(C)C)=O)=O)C. (5) The reactants are: [N:1]1[CH:6]=[CH:5][C:4](B(O)O)=[CH:3][CH:2]=1.[Br:10][C:11]1[CH:16]=[CH:15][CH:14]=[C:13](Br)[CH:12]=1.CCCCCC. Given the product [Br:10][C:11]1[CH:12]=[C:13]([C:4]2[CH:5]=[CH:6][N:1]=[CH:2][CH:3]=2)[CH:14]=[CH:15][CH:16]=1, predict the reactants needed to synthesize it. (6) Given the product [CH:1]1[CH:13]=[CH:5][C:4]([C:53]([Cl:55])([C:58]2[C:57]([Cl:56])=[CH:62][CH:61]=[CH:60][CH:59]=2)[C:71]2[CH:70]=[CH:72][CH:80]=[CH:78][CH:79]=2)=[CH:3][CH:2]=1, predict the reactants needed to synthesize it. The reactants are: [CH:1]1[C:13]2C(COC(NCCCC[C@H](NC(=O)CCCCCCCCCCCCCCCCC(OC(C)(C)C)=O)C(O)=O)=O)[C:13]3[C:1](=[CH:2][CH:3]=[CH:4][CH:5]=3)[C:5]=2[CH:4]=[CH:3][CH:2]=1.[CH2:53]([Cl:55])Cl.[Cl:56][C:57]1[CH:62]=[CH:61][C:60](C)=[CH:59][CH:58]=1.C(N([CH:70]([CH3:72])[CH3:71])C(C)C)C.CO.CCN(C(C)C)[CH:78]([CH3:80])[CH3:79]. (7) Given the product [Br:1][CH2:2][C:3]1[CH:11]=[CH:10][C:6]([C:7]([Cl:22])=[O:8])=[CH:5][C:4]=1[B:12]1[O:16][C:15]([CH3:18])([CH3:17])[C:14]([CH3:20])([CH3:19])[O:13]1, predict the reactants needed to synthesize it. The reactants are: [Br:1][CH2:2][C:3]1[CH:11]=[CH:10][C:6]([C:7](O)=[O:8])=[CH:5][C:4]=1[B:12]1[O:16][C:15]([CH3:18])([CH3:17])[C:14]([CH3:20])([CH3:19])[O:13]1.C(Cl)(Cl)[Cl:22].C(Cl)(=O)C(Cl)=O. (8) Given the product [Br:1][C:2]1[C:11]2[C:6](=[CH:7][C:8]([C:12]3[CH:17]=[C:16]([F:18])[CH:15]=[CH:14][C:13]=3[CH3:19])=[CH:9][CH:10]=2)[CH:5]=[N:4][C:3]=1[NH:20][C:30]([CH:27]1[CH2:29][CH2:28]1)=[O:31], predict the reactants needed to synthesize it. The reactants are: [Br:1][C:2]1[C:11]2[C:6](=[CH:7][C:8]([C:12]3[CH:17]=[C:16]([F:18])[CH:15]=[CH:14][C:13]=3[CH3:19])=[CH:9][CH:10]=2)[CH:5]=[N:4][C:3]=1[NH2:20].N1C=CC=CC=1.[CH:27]1([C:30](Cl)=[O:31])[CH2:29][CH2:28]1.C(=O)(O)[O-].[Na+]. (9) Given the product [S:1]1[C:5]2[CH:6]=[CH:7][CH:8]=[CH:9][C:4]=2[N:3]=[C:2]1[C:10]1[C:11]2[CH:22]=[CH:21][CH:20]=[CH:19][C:12]=2[S:13][C:14]=1[NH:15][C:16](=[O:18])[CH3:17], predict the reactants needed to synthesize it. The reactants are: [S:1]1[C:5]2[CH:6]=[CH:7][CH:8]=[CH:9][C:4]=2[N:3]=[C:2]1[C:10]1[C:11]2[CH2:22][CH2:21][CH2:20][CH2:19][C:12]=2[S:13][C:14]=1[NH:15][C:16](=[O:18])[CH3:17].ClC1C(=O)C(C#N)=C(C#N)C(=O)C=1Cl.